This data is from Full USPTO retrosynthesis dataset with 1.9M reactions from patents (1976-2016). The task is: Predict the reactants needed to synthesize the given product. (1) Given the product [F:24][CH:2]([F:1])[O:3][C:4]1[CH:9]=[CH:8][C:7]([C:10]2[C:11]([NH:22][C:26]3[C:35]4[C:30](=[CH:31][C:32]([F:37])=[CH:33][C:34]=4[F:36])[N:29]=[C:28]([N:38]4[CH2:42][C:41]([CH3:43])([CH3:44])[CH2:40][C:39]4=[O:45])[C:27]=3[CH3:46])=[CH:12][C:13]([N:16]3[CH2:17][CH2:18][O:19][CH2:20][CH2:21]3)=[N:14][CH:15]=2)=[CH:6][C:5]=1[F:23], predict the reactants needed to synthesize it. The reactants are: [F:1][CH:2]([F:24])[O:3][C:4]1[CH:9]=[CH:8][C:7]([C:10]2[C:11]([NH2:22])=[CH:12][C:13]([N:16]3[CH2:21][CH2:20][O:19][CH2:18][CH2:17]3)=[N:14][CH:15]=2)=[CH:6][C:5]=1[F:23].Cl[C:26]1[C:35]2[C:30](=[CH:31][C:32]([F:37])=[CH:33][C:34]=2[F:36])[N:29]=[C:28]([N:38]2[CH2:42][C:41]([CH3:44])([CH3:43])[CH2:40][C:39]2=[O:45])[C:27]=1[CH3:46].C1(P(C2CCCCC2)C2C=CC=CC=2C2C(C(C)C)=CC(C(C)C)=CC=2C(C)C)CCCCC1.CC(C)([O-])C.[Na+]. (2) Given the product [F:1][C:2]([F:7])([F:6])[C:3]([OH:5])=[O:4].[NH2:8][C@H:9]1[CH2:15][CH:14]=[CH:13][CH2:12][N:11]([C:16]2[CH:21]=[CH:20][CH:19]=[CH:18][C:17]=2[CH3:23])[C:10]1=[O:22], predict the reactants needed to synthesize it. The reactants are: [F:1][C:2]([F:7])([F:6])[C:3]([OH:5])=[O:4].[NH2:8][C@H:9]1[CH2:15][CH:14]=[CH:13][CH2:12][N:11]([C:16]2[CH:21]=[CH:20][CH:19]=[CH:18][CH:17]=2)[C:10]1=[O:22].[CH2:23](NC1C=CC=CC=1C)C=C.